Dataset: Catalyst prediction with 721,799 reactions and 888 catalyst types from USPTO. Task: Predict which catalyst facilitates the given reaction. Reactant: [OH:1][CH:2]1[CH2:18][CH2:17][N:5]2[C:6](=[O:16])[C:7]3[C:12]([CH:4]2[CH2:3]1)=[C:11]([N+:13]([O-:15])=[O:14])[CH:10]=[CH:9][CH:8]=3.[CH3:19]I. Product: [CH3:19][O:1][CH:2]1[CH2:18][CH2:17][N:5]2[C:6](=[O:16])[C:7]3[C:12]([CH:4]2[CH2:3]1)=[C:11]([N+:13]([O-:15])=[O:14])[CH:10]=[CH:9][CH:8]=3. The catalyst class is: 1.